Task: Predict which catalyst facilitates the given reaction.. Dataset: Catalyst prediction with 721,799 reactions and 888 catalyst types from USPTO Product: [NH2:25][C:13]1[N:12]=[CH:11][C:10]([C:7]2[CH:6]=[CH:5][C:4]([C:3]([OH:26])=[O:2])=[CH:9][CH:8]=2)=[CH:15][C:14]=1[C:16](=[O:24])[NH:17][C:18]1[CH:23]=[CH:22][N:21]=[CH:20][CH:19]=1. The catalyst class is: 24. Reactant: C[O:2][C:3](=[O:26])[C:4]1[CH:9]=[CH:8][C:7]([C:10]2[CH:11]=[N:12][C:13]([NH2:25])=[C:14]([C:16](=[O:24])[NH:17][C:18]3[CH:23]=[CH:22][N:21]=[CH:20][CH:19]=3)[CH:15]=2)=[CH:6][CH:5]=1.C([O-])([O-])=O.[Na+].[Na+].